Dataset: Catalyst prediction with 721,799 reactions and 888 catalyst types from USPTO. Task: Predict which catalyst facilitates the given reaction. (1) Reactant: [F:1][C:2]1[CH:7]=[CH:6][C:5]([C:8]2[CH:13]=[N:12][NH:11][C:10](=[O:14])[CH:9]=2)=[CH:4][C:3]=1[C:15]1[C:20]([F:21])=[CH:19][CH:18]=[CH:17][N:16]=1.[F:22][C:23]([F:36])([F:35])[S:24](O[S:24]([C:23]([F:36])([F:35])[F:22])(=[O:26])=[O:25])(=[O:26])=[O:25].O. Product: [F:1][C:2]1[CH:7]=[CH:6][C:5]([C:8]2[CH:9]=[C:10]([O:14][S:24]([C:23]([F:36])([F:35])[F:22])(=[O:26])=[O:25])[N:11]=[N:12][CH:13]=2)=[CH:4][C:3]=1[C:15]1[C:20]([F:21])=[CH:19][CH:18]=[CH:17][N:16]=1. The catalyst class is: 17. (2) Reactant: [OH:1][CH:2]([C:6]1[CH:7]=[C:8]2[C:31](=[CH:32][CH:33]=1)[C:12]1=[N:13][O:14][C:15]([C:16]3[C:20]([C:21]([F:24])([F:23])[F:22])=[C:19]([C:25]4[CH:30]=[CH:29][CH:28]=[CH:27][CH:26]=4)[O:18][N:17]=3)=[C:11]1[CH2:10][CH2:9]2)[C:3](O)=[O:4].[NH2:34][CH2:35][CH2:36][OH:37].F[P-](F)(F)(F)(F)F.N1(O[P+](N(C)C)(N(C)C)N(C)C)C2C=CC=CC=2N=N1.CN1CCOCC1. Product: [OH:1][CH:2]([C:6]1[CH:7]=[C:8]2[C:31](=[CH:32][CH:33]=1)[C:12]1=[N:13][O:14][C:15]([C:16]3[C:20]([C:21]([F:22])([F:24])[F:23])=[C:19]([C:25]4[CH:30]=[CH:29][CH:28]=[CH:27][CH:26]=4)[O:18][N:17]=3)=[C:11]1[CH2:10][CH2:9]2)[C:3]([NH:34][CH2:35][CH2:36][OH:37])=[O:4]. The catalyst class is: 121.